This data is from hERG Central: cardiac toxicity at 1µM, 10µM, and general inhibition. The task is: Predict hERG channel inhibition at various concentrations. (1) The compound is Cc1cc(C)nc(-n2nc(C)c(Sc3ccc(F)cc3)c2N)n1. Results: hERG_inhib (hERG inhibition (general)): blocker. (2) The compound is Cc1ccc2c(c1)N(C(=O)CCC(=O)NCCCN1CCC(Cc3ccccc3)CC1)CCO2. Results: hERG_inhib (hERG inhibition (general)): blocker. (3) The compound is CC1(C)Cc2c(cnn2-c2ccc(F)cc2)C(NC(=O)CCn2cncn2)C1. Results: hERG_inhib (hERG inhibition (general)): blocker. (4) The compound is CCOCCCNC(=O)c1ccc(SC)cc1OC. Results: hERG_inhib (hERG inhibition (general)): blocker.